Dataset: TCR-epitope binding with 47,182 pairs between 192 epitopes and 23,139 TCRs. Task: Binary Classification. Given a T-cell receptor sequence (or CDR3 region) and an epitope sequence, predict whether binding occurs between them. (1) The epitope is QYDPVAALF. The TCR CDR3 sequence is CAIKGTVSTQETQYF. Result: 1 (the TCR binds to the epitope). (2) The epitope is ALSKGVHFV. The TCR CDR3 sequence is CASSSSTSGSGTSTDTQYF. Result: 0 (the TCR does not bind to the epitope). (3) The epitope is NLNESLIDL. The TCR CDR3 sequence is CAIKGTVSTQETQYF. Result: 0 (the TCR does not bind to the epitope). (4) The epitope is NLSALGIFST. The TCR CDR3 sequence is CASSTLRYEQYF. Result: 1 (the TCR binds to the epitope). (5) The TCR CDR3 sequence is CASSSGGSGYTF. Result: 0 (the TCR does not bind to the epitope). The epitope is DATYQRTRALVR.